Dataset: Forward reaction prediction with 1.9M reactions from USPTO patents (1976-2016). Task: Predict the product of the given reaction. (1) Given the reactants II.[C:3]([O:7][C:8]([NH:10][C@@H:11]([CH2:16]I)[C:12]([O:14][CH3:15])=[O:13])=[O:9])([CH3:6])([CH3:5])[CH3:4].C1(P(C2CCCCC2)[C:25]2[CH:30]=[CH:29][CH:28]=[C:27](OC)[C:26]=2[C:33]2[CH:38]=[CH:37][CH:36]=[CH:35][C:34]=2OC)CCCCC1.Br[C:48]1[CH:53]=[CH:52][C:51]([F:54])=[C:50]([Cl:55])[CH:49]=1, predict the reaction product. The product is: [CH:35]1[C:34]2[CH:6]([CH2:3][O:7][C:8]([NH:10][C@@H:11]([CH2:16][C:48]3[CH:53]=[CH:52][C:51]([F:54])=[C:50]([Cl:55])[CH:49]=3)[C:12]([OH:14])=[O:13])=[O:9])[C:25]3[C:26](=[CH:27][CH:28]=[CH:29][CH:30]=3)[C:33]=2[CH:38]=[CH:37][CH:36]=1.[C:3]([O:7][C:8]([NH:10][C@@H:11]([CH2:16][C:48]1[CH:53]=[CH:52][C:51]([F:54])=[C:50]([Cl:55])[CH:49]=1)[C:12]([O:14][CH3:15])=[O:13])=[O:9])([CH3:6])([CH3:5])[CH3:4]. (2) Given the reactants [CH3:1][C:2]1[C:3]([CH2:8][NH:9][CH2:10][C:11]2[C:16]([CH3:17])=[CH:15][CH:14]=[CH:13][N:12]=2)=[N:4][CH:5]=[CH:6][CH:7]=1.[C:18]([O:22][C:23](=[O:30])[NH:24][CH2:25]/[CH:26]=[CH:27]\[CH2:28]Cl)([CH3:21])([CH3:20])[CH3:19].[CH3:31]C#N, predict the reaction product. The product is: [CH3:18][CH2:19][N:12]([CH:11]([CH3:10])[CH3:16])[CH:13]([CH3:14])[CH3:31].[C:18]([O:22][C:23](=[O:30])[NH:24][CH2:25]/[CH:26]=[CH:27]\[CH2:28][N:9]([CH2:10][C:11]1[C:16]([CH3:17])=[CH:15][CH:14]=[CH:13][N:12]=1)[CH2:8][C:3]1[C:2]([CH3:1])=[CH:7][CH:6]=[CH:5][N:4]=1)([CH3:21])([CH3:20])[CH3:19]. (3) Given the reactants [C:1]([C:3]1[CH:8]=[CH:7][C:6]([CH2:9][S:10](Cl)(=[O:12])=[O:11])=[CH:5][CH:4]=1)#[N:2].[OH-].[NH4+:15], predict the reaction product. The product is: [C:1]([C:3]1[CH:8]=[CH:7][C:6]([CH2:9][S:10]([NH2:15])(=[O:12])=[O:11])=[CH:5][CH:4]=1)#[N:2]. (4) Given the reactants [CH3:1][O:2][C:3](=[O:23])[C:4]1[CH:9]=[CH:8][CH:7]=[C:6]([C:10]2[S:11][CH:12]=[C:13]([CH2:15][O:16][CH:17]3[CH2:22][CH2:21][CH2:20][CH2:19][O:18]3)[N:14]=2)[CH:5]=1.C[O:25][C:26](=O)[C:27]1C=CC=C(C(=S)N)C=1.Cl[CH2:38][C:39](=[O:42])[CH2:40]Cl.[C:43](=O)(O)[O-].[Na+].C[O-].[Na+], predict the reaction product. The product is: [C:39]([O:42][C:26](=[O:25])[CH2:27][C:3](=[O:23])[C:4]1[CH:9]=[CH:8][CH:7]=[C:6]([C:10]2[S:11][CH:12]=[C:13]([CH2:15][O:16][CH:17]3[CH2:22][CH2:21][CH2:20][CH2:19][O:18]3)[N:14]=2)[CH:5]=1)([CH3:43])([CH3:40])[CH3:38].[CH3:1][O:2][C:3](=[O:23])[C:4]1[CH:9]=[CH:8][CH:7]=[C:6]([C:10]2[S:11][CH:12]=[C:13]([CH2:15][OH:16])[N:14]=2)[CH:5]=1.